This data is from Experimentally validated miRNA-target interactions with 360,000+ pairs, plus equal number of negative samples. The task is: Binary Classification. Given a miRNA mature sequence and a target amino acid sequence, predict their likelihood of interaction. (1) The miRNA is hsa-miR-4270 with sequence UCAGGGAGUCAGGGGAGGGC. The protein sequence of the target gene is MALRYPMAVGLNKGHKVTKNVSKPRHSRRRGRLTKHTKFVRDMIREVCGFAPYERRAMELLKVSKDKRALKFIKKRVGTHIRAKRKREELSNVLAAMRKAAAKKD. Result: 1 (interaction). (2) The miRNA is hsa-miR-3135b with sequence GGCUGGAGCGAGUGCAGUGGUG. The protein sequence of the target gene is MALAVNFKTYVDQACRAAEEFVNIYYETMDKRRHALVRLYLDKATLIWNGNVVTGLEALANFFEMLPSSEFQINMLDCQPVHEQATQCQTTVLVVTSGVVKFDGNKQHFFNQNFLLTAQSTPNSTVWKIASDCFRFQDWASI. Result: 0 (no interaction). (3) The miRNA is cel-miR-253-5p with sequence CUUUUCACACACCUCACUAACA. The protein sequence of the target gene is MTELQSALLLRRQLAELNKNPVEGFSAGLIDDNDLYRWEVLIIGPPDTLYEGGVFKAHLTFPKDYPLRPPKMKFITEIWHPNVDKNGDVCISILHEPGEDKYGYEKPEERWLPIHTVETIMISVISMLADPNGDSPANVDAAKEWREDRNGEFKRKVARCVRKSQETAFE. Result: 0 (no interaction).